This data is from Reaction yield outcomes from USPTO patents with 853,638 reactions. The task is: Predict the reaction yield, written as a fraction of the theoretical maximum amount of product (1.0 means a 100% yield; for example, 0.34 means a 34% yield). (1) The reactants are [Cl:1][C:2]1[C:7]([O:8][CH3:9])=[C:6]([N+:10]([O-:12])=[O:11])[CH:5]=[CH:4][C:3]=1[CH2:13]O.P(Br)(Br)[Br:16].C([O-])(O)=O.[Na+]. The catalyst is ClCCl. The product is [Br:16][CH2:13][C:3]1[CH:4]=[CH:5][C:6]([N+:10]([O-:12])=[O:11])=[C:7]([O:8][CH3:9])[C:2]=1[Cl:1]. The yield is 0.640. (2) The reactants are [CH3:1][C:2]1[S:6][C:5]2[NH:7][C:8]3[CH:9]=[CH:10][CH:11]=[CH:12][C:13]=3[N:14]=[C:15]([N:16]3[CH2:21][CH2:20][N:19]([CH3:22])[CH2:18][CH2:17]3)[C:4]=2[CH:3]=1.[C:23]([O:34][CH2:35][CH:36]([O:50][C:51]([O:53][CH2:54][I:55])=[O:52])[CH2:37][O:38][C:39](=[O:49])[CH2:40][CH2:41][CH2:42][CH2:43][CH2:44][CH2:45][CH2:46][CH2:47][CH3:48])(=[O:33])[CH2:24][CH2:25][CH2:26][CH2:27][CH2:28][CH2:29][CH2:30][CH2:31][CH3:32]. The catalyst is C(OCC)(=O)C.C(OCC)C. The product is [I-:55].[C:23]([O:34][CH2:35][CH:36]([O:50][C:51]([O:53][CH2:54][N+:19]1([CH3:22])[CH2:20][CH2:21][N:16]([C:15]2[C:4]3[CH:3]=[C:2]([CH3:1])[S:6][C:5]=3[NH:7][C:8]3[CH:9]=[CH:10][CH:11]=[CH:12][C:13]=3[N:14]=2)[CH2:17][CH2:18]1)=[O:52])[CH2:37][O:38][C:39](=[O:49])[CH2:40][CH2:41][CH2:42][CH2:43][CH2:44][CH2:45][CH2:46][CH2:47][CH3:48])(=[O:33])[CH2:24][CH2:25][CH2:26][CH2:27][CH2:28][CH2:29][CH2:30][CH2:31][CH3:32]. The yield is 0.300. (3) The reactants are [H-].[Na+].[Br:3][C:4]1[C:15](=[O:16])[NH:14][C:7]2[N:8]=[C:9]([S:12][CH3:13])[N:10]=[CH:11][C:6]=2[CH:5]=1.[CH2:17](Br)[CH3:18]. The catalyst is CN(C)C=O. The product is [Br:3][C:4]1[C:15](=[O:16])[N:14]([CH2:17][CH3:18])[C:7]2[N:8]=[C:9]([S:12][CH3:13])[N:10]=[CH:11][C:6]=2[CH:5]=1. The yield is 0.760. (4) The reactants are C([O:5][C:6](=[O:17])[C:7]1[C:12]([F:13])=[CH:11][N:10]=[CH:9][C:8]=1[CH:14]1[CH2:16][CH2:15]1)(C)(C)C. The catalyst is CO. The product is [CH:14]1([C:8]2[CH:9]=[N:10][CH:11]=[C:12]([F:13])[C:7]=2[C:6]([OH:17])=[O:5])[CH2:15][CH2:16]1. The yield is 0.920. (5) The reactants are F[C:2]1[CH:9]=[CH:8][C:5]([C:6]#[N:7])=[CH:4][C:3]=1[CH:10]=[O:11].C(=O)([O-])[O-].[K+].[K+].[F:18][C:19]1[CH:24]=[CH:23][C:22]([SH:25])=[CH:21][CH:20]=1.O. The catalyst is CN(C=O)C. The product is [CH:10]([C:3]1[CH:4]=[C:5]([CH:8]=[CH:9][C:2]=1[S:25][C:22]1[CH:23]=[CH:24][C:19]([F:18])=[CH:20][CH:21]=1)[C:6]#[N:7])=[O:11]. The yield is 0.970. (6) The reactants are [CH:1]1([N:4]2[C:13]3[C:8](=[CH:9][C:10]([O:16]C)=[C:11]([O:14]C)[CH:12]=3)[C:7](=[O:18])[C:6]([C:19]([OH:21])=[O:20])=[CH:5]2)[CH2:3][CH2:2]1.B(Br)(Br)Br. The catalyst is ClCCl.CO. The product is [CH:1]1([N:4]2[C:13]3[C:8](=[CH:9][C:10]([OH:16])=[C:11]([OH:14])[CH:12]=3)[C:7](=[O:18])[C:6]([C:19]([OH:21])=[O:20])=[CH:5]2)[CH2:2][CH2:3]1. The yield is 0.910. (7) The reactants are [CH:1]1[C:10]2[C:5](=[CH:6][CH:7]=[CH:8][CH:9]=2)[CH:4]=[CH:3][C:2]=1[S:11]([N:14]1[CH2:18][C@H:17]([S:19][C:20]([C:33]2[CH:38]=[CH:37][CH:36]=[CH:35][CH:34]=2)([C:27]2[CH:32]=[CH:31][CH:30]=[CH:29][CH:28]=2)[C:21]2[CH:26]=[CH:25][CH:24]=[CH:23][CH:22]=2)[CH2:16][C@H:15]1[CH2:39][OH:40])(=[O:13])=[O:12].[CH3:41][S:42](Cl)(=[O:44])=[O:43].N1C=CC=CC=1.Cl. The catalyst is C(Cl)Cl.CN(C1C=CN=CC=1)C.CCOC(C)=O.O. The product is [CH:1]1[C:10]2[C:5](=[CH:6][CH:7]=[CH:8][CH:9]=2)[CH:4]=[CH:3][C:2]=1[S:11]([N:14]1[CH2:18][C@H:17]([S:19][C:20]([C:21]2[CH:26]=[CH:25][CH:24]=[CH:23][CH:22]=2)([C:27]2[CH:28]=[CH:29][CH:30]=[CH:31][CH:32]=2)[C:33]2[CH:34]=[CH:35][CH:36]=[CH:37][CH:38]=2)[CH2:16][C@H:15]1[CH2:39][O:40][S:42]([CH3:41])(=[O:44])=[O:43])(=[O:13])=[O:12]. The yield is 0.990.